From a dataset of Forward reaction prediction with 1.9M reactions from USPTO patents (1976-2016). Predict the product of the given reaction. (1) Given the reactants Cl.O1CCOCC1.CN(C)S([N:13]1[CH:17]=[CH:16][C:15]([C:18]([C:27]2[CH:32]=[CH:31][CH:30]=[C:29]([Cl:33])[CH:28]=2)([NH:20]S(C(C)(C)C)=O)[CH3:19])=[N:14]1)(=O)=O, predict the reaction product. The product is: [Cl:33][C:29]1[CH:28]=[C:27]([C:18]([NH2:20])([C:15]2[CH:16]=[CH:17][NH:13][N:14]=2)[CH3:19])[CH:32]=[CH:31][CH:30]=1. (2) Given the reactants Cl.C(OC(=O)[NH:8][C@@H:9]([C:11](=[O:22])[NH:12][C:13]1[CH:18]=[C:17]([Cl:19])[C:16]([F:20])=[C:15]([Cl:21])[CH:14]=1)[CH3:10])(C)(C)C.C(Cl)Cl, predict the reaction product. The product is: [NH2:8][C@H:9]([CH3:10])[C:11]([NH:12][C:13]1[CH:14]=[C:15]([Cl:21])[C:16]([F:20])=[C:17]([Cl:19])[CH:18]=1)=[O:22]. (3) Given the reactants C(O[C:4](=[O:36])[CH2:5][CH:6]([C:28]1[CH:33]=[C:32]([F:34])[CH:31]=[C:30]([F:35])[CH:29]=1)[CH:7]([C:26]#[N:27])[C:8]1[CH:13]=[CH:12][C:11]([C:14]2[CH:19]=[CH:18][CH:17]=[CH:16][C:15]=2[CH2:20][CH2:21][CH2:22][O:23]C)=[CH:10][C:9]=1[CH3:25])C.[OH2:37].[CH3:38][C:39](O)=[O:40], predict the reaction product. The product is: [C:39]([O:23][CH2:22][CH2:21][CH2:20][C:15]1[CH:16]=[CH:17][CH:18]=[CH:19][C:14]=1[C:11]1[CH:12]=[CH:13][C:8]([C@H:7]2[C@H:6]([C:28]3[CH:29]=[C:30]([F:35])[CH:31]=[C:32]([F:34])[CH:33]=3)[CH2:5][C:4](=[O:36])[NH:27][C:26]2=[O:37])=[C:9]([CH3:25])[CH:10]=1)(=[O:40])[CH3:38].